Dataset: NCI-60 drug combinations with 297,098 pairs across 59 cell lines. Task: Regression. Given two drug SMILES strings and cell line genomic features, predict the synergy score measuring deviation from expected non-interaction effect. (1) Drug 1: COCCOC1=C(C=C2C(=C1)C(=NC=N2)NC3=CC=CC(=C3)C#C)OCCOC. Drug 2: CN1C=C(C=N1)C2=C3N=C(C(=C(N3N=C2)N)Br)C4CCCNC4. Cell line: OVCAR3. Synergy scores: CSS=60.5, Synergy_ZIP=1.97, Synergy_Bliss=2.04, Synergy_Loewe=6.75, Synergy_HSA=9.68. (2) Synergy scores: CSS=45.1, Synergy_ZIP=4.14, Synergy_Bliss=2.65, Synergy_Loewe=-30.2, Synergy_HSA=2.78. Drug 1: CCCS(=O)(=O)NC1=C(C(=C(C=C1)F)C(=O)C2=CNC3=C2C=C(C=N3)C4=CC=C(C=C4)Cl)F. Cell line: MALME-3M. Drug 2: C1CC(=O)NC(=O)C1N2CC3=C(C2=O)C=CC=C3N. (3) Drug 1: CC1=CC=C(C=C1)C2=CC(=NN2C3=CC=C(C=C3)S(=O)(=O)N)C(F)(F)F. Drug 2: B(C(CC(C)C)NC(=O)C(CC1=CC=CC=C1)NC(=O)C2=NC=CN=C2)(O)O. Cell line: SK-MEL-28. Synergy scores: CSS=46.7, Synergy_ZIP=5.18, Synergy_Bliss=4.92, Synergy_Loewe=-26.0, Synergy_HSA=-5.72. (4) Drug 1: CS(=O)(=O)C1=CC(=C(C=C1)C(=O)NC2=CC(=C(C=C2)Cl)C3=CC=CC=N3)Cl. Drug 2: CC1OCC2C(O1)C(C(C(O2)OC3C4COC(=O)C4C(C5=CC6=C(C=C35)OCO6)C7=CC(=C(C(=C7)OC)O)OC)O)O. Cell line: T-47D. Synergy scores: CSS=35.8, Synergy_ZIP=-2.17, Synergy_Bliss=4.18, Synergy_Loewe=-21.7, Synergy_HSA=5.25.